From a dataset of Reaction yield outcomes from USPTO patents with 853,638 reactions. Predict the reaction yield, written as a fraction of the theoretical maximum amount of product (1.0 means a 100% yield; for example, 0.34 means a 34% yield). (1) The reactants are [C:1](/[CH:3]=[CH:4]/[S:5]([C:8]1[CH:9]=[C:10]([C:14]([CH3:19])([CH3:18])[C:15]([OH:17])=O)[CH:11]=[CH:12][CH:13]=1)(=[O:7])=[O:6])#[N:2].[F:20][C:21]1[CH:28]=[CH:27][C:24]([CH2:25][NH2:26])=[CH:23][CH:22]=1.Cl.CN(C)CCCN=C=NCC.ON1C2C=CC=CC=2N=N1. The catalyst is C(#N)C.CS(C)=O. The product is [C:1](/[CH:3]=[CH:4]/[S:5]([C:8]1[CH:9]=[C:10]([C:14]([CH3:19])([CH3:18])[C:15]([NH:26][CH2:25][C:24]2[CH:27]=[CH:28][C:21]([F:20])=[CH:22][CH:23]=2)=[O:17])[CH:11]=[CH:12][CH:13]=1)(=[O:6])=[O:7])#[N:2]. The yield is 0.530. (2) The reactants are [Cl:1][C:2]1[CH:3]=[C:4]([CH:7]=[CH:8][C:9]=1[O:10][CH2:11][CH:12]([CH2:15][CH3:16])[CH2:13][CH3:14])[CH:5]=O.[C:17]([NH:20][NH2:21])([NH2:19])=[NH:18].Cl.CC[OH:25]. No catalyst specified. The product is [C:11]([OH:25])(=[O:10])[CH3:12].[Cl:1][C:2]1[CH:3]=[C:4]([CH:7]=[CH:8][C:9]=1[O:10][CH2:11][CH:12]([CH2:15][CH3:16])[CH2:13][CH3:14])[CH:5]=[N:21][NH:20][C:17]([NH2:19])=[NH:18]. The yield is 0.270. (3) The reactants are [CH3:1][O:2][C:3](=[O:19])[CH2:4][N:5]1[CH:9]=[C:8]([C:10](C)(C)[O:11][SiH2]C(C)(C)C)[CH:7]=[N:6]1.P([O-])([O-])([O-])=O. The catalyst is CC#N. The product is [CH3:1][O:2][C:3](=[O:19])[CH2:4][N:5]1[CH:9]=[C:8]([CH2:10][OH:11])[CH:7]=[N:6]1. The yield is 0.670.